Dataset: Full USPTO retrosynthesis dataset with 1.9M reactions from patents (1976-2016). Task: Predict the reactants needed to synthesize the given product. (1) Given the product [O:18]1[CH2:23][CH2:22][CH2:21][O:20][CH:19]1[C:24]1[CH:29]=[CH:28][C:27]([C:30]2[S:31][C:32]3[CH:38]=[C:37]([C:13]([C:7]4[CH:12]=[CH:11][CH:10]=[CH:9][CH:8]=4)=[CH2:14])[CH:36]=[CH:35][C:33]=3[N:34]=2)=[C:26]([F:40])[CH:25]=1, predict the reactants needed to synthesize it. The reactants are: C(=O)([O-])[O-].[K+].[K+].[C:7]1([C:13](B(O)O)=[CH2:14])[CH:12]=[CH:11][CH:10]=[CH:9][CH:8]=1.[O:18]1[CH2:23][CH2:22][CH2:21][O:20][CH:19]1[C:24]1[CH:29]=[CH:28][C:27]([C:30]2[S:31][C:32]3[CH:38]=[C:37](Br)[CH:36]=[CH:35][C:33]=3[N:34]=2)=[C:26]([F:40])[CH:25]=1. (2) Given the product [OH:1][CH:2]([CH3:17])[CH2:3][C:4]([O:6][C@@H:7]1[CH2:12][C@H:11]([CH3:13])[CH2:10][CH2:9][C@H:8]1[C:14]([CH3:16])=[CH2:15])=[O:5], predict the reactants needed to synthesize it. The reactants are: [O:1]=[C:2]([CH3:17])[CH2:3][C:4]([O:6][C@@H:7]1[CH2:12][C@H:11]([CH3:13])[CH2:10][CH2:9][C@H:8]1[C:14]([CH3:16])=[CH2:15])=[O:5].[BH4-].[Na+]. (3) Given the product [OH:32][C:31]1[C:19]2[CH2:20][N:21]([C:24]([O:26][C:27]([CH3:30])([CH3:29])[CH3:28])=[O:25])[CH2:22][CH2:23][C:18]=2[N:15]=[C:14]([NH:13][C:10]2[CH:9]=[CH:8][C:7]([N:3]3[CH:4]=[CH:5][N:6]=[C:2]3[CH3:1])=[CH:12][CH:11]=2)[N:16]=1, predict the reactants needed to synthesize it. The reactants are: [CH3:1][C:2]1[N:3]([C:7]2[CH:12]=[CH:11][C:10]([NH:13][C:14]([NH2:16])=[NH:15])=[CH:9][CH:8]=2)[CH:4]=[CH:5][N:6]=1.O=[C:18]1[CH2:23][CH2:22][N:21]([C:24]([O:26][C:27]([CH3:30])([CH3:29])[CH3:28])=[O:25])[CH2:20][CH:19]1[C:31](OC)=[O:32].[O-]CC.[Na+].